From a dataset of Forward reaction prediction with 1.9M reactions from USPTO patents (1976-2016). Predict the product of the given reaction. (1) Given the reactants N1CC(=O)NC1=O.[CH:8]1([NH:11][C:12]2[N:17]3[N:18]=[CH:19][C:20](/[CH:21]=[C:22]4/[C:23](=[O:28])[NH:24][C:25](=[O:27])[NH:26]/4)=[C:16]3[N:15]=[C:14](S(C)=O)[N:13]=2)[CH2:10][CH2:9]1.[CH:32]1([CH2:35][NH2:36])[CH2:34][CH2:33]1.O, predict the reaction product. The product is: [CH:8]1([NH:11][C:12]2[N:17]3[N:18]=[CH:19][C:20](/[CH:21]=[C:22]4/[C:23](=[O:28])[NH:24][C:25](=[O:27])[NH:26]/4)=[C:16]3[N:15]=[C:14]([NH:36][CH2:35][CH:32]3[CH2:34][CH2:33]3)[N:13]=2)[CH2:10][CH2:9]1. (2) Given the reactants [Br:1][C:2]1[CH:3]=[N:4][C:5](Cl)=[N:6][CH:7]=1.[C-]#N.[Na+].C1N2CC[N:14](CC2)[CH2:13]1.ClCCl, predict the reaction product. The product is: [Br:1][C:2]1[CH:3]=[N:4][C:5]([C:13]#[N:14])=[N:6][CH:7]=1. (3) Given the reactants [OH:1][C@@H:2]1[CH2:7][CH2:6][CH2:5][CH2:4][C@H:3]1[NH:8][C:9]1[S:10][C:11]2[CH:17]=[C:16]([O:18][C:19]3[CH:24]=[CH:23][N:22]=[C:21]([C:25]([O:27]C(C)(C)C)=[O:26])[CH:20]=3)[CH:15]=[CH:14][C:12]=2[N:13]=1.Cl, predict the reaction product. The product is: [OH:1][C@@H:2]1[CH2:7][CH2:6][CH2:5][CH2:4][C@H:3]1[NH:8][C:9]1[S:10][C:11]2[CH:17]=[C:16]([O:18][C:19]3[CH:24]=[CH:23][N:22]=[C:21]([C:25]([OH:27])=[O:26])[CH:20]=3)[CH:15]=[CH:14][C:12]=2[N:13]=1. (4) Given the reactants [CH2:1]([N:8]1[CH2:13][CH2:12][CH:11]([NH:14][C:15]2[CH:20]=[CH:19][C:18]([F:21])=[CH:17][C:16]=2N)[CH2:10][CH2:9]1)[C:2]1[CH:7]=[CH:6][CH:5]=[CH:4][CH:3]=1.[F:23][C:24]([F:30])([F:29])[CH2:25][C:26](O)=[O:27].C[N:32]1CCOCC1, predict the reaction product. The product is: [CH2:1]([N:8]1[CH2:13][CH2:12][CH:11]([N:14]([NH2:32])[C:15]2[CH:20]=[CH:19][C:18]([F:21])=[CH:17][C:16]=2[C:26](=[O:27])[CH2:25][C:24]([F:30])([F:29])[F:23])[CH2:10][CH2:9]1)[C:2]1[CH:7]=[CH:6][CH:5]=[CH:4][CH:3]=1. (5) Given the reactants [N:1]1[C:10]2[C:5](=[CH:6][C:7]([C:11](OC)=[O:12])=[CH:8][CH:9]=2)[CH:4]=[CH:3][CH:2]=1.[H-].[H-].[H-].[H-].[Li+].[Al+3].O.[OH-].[Na+], predict the reaction product. The product is: [N:1]1[C:10]2[C:5](=[CH:6][C:7]([CH2:11][OH:12])=[CH:8][CH:9]=2)[CH:4]=[CH:3][CH:2]=1. (6) Given the reactants [Cl:1][C:2]1[CH:3]=[N:4][CH:5]=[C:6]([O:8][C:9]2[CH:14]=[CH:13][CH:12]=[C:11]([N+:15]([O-])=O)[CH:10]=2)[CH:7]=1, predict the reaction product. The product is: [Cl:1][C:2]1[CH:7]=[C:6]([O:8][C:9]2[CH:10]=[C:11]([NH2:15])[CH:12]=[CH:13][CH:14]=2)[CH:5]=[N:4][CH:3]=1. (7) Given the reactants [C:1]([O:5][C:6]([N:8]1[CH2:12][CH2:11][C@H:10]([C:13]([OH:15])=O)[CH2:9]1)=[O:7])([CH3:4])([CH3:3])[CH3:2].[CH3:16][C@H:17]1[CH2:21][CH2:20][CH2:19][NH:18]1.CN1CCOCC1.ON1C2C=CC=CC=2N=N1.CCN=C=NCCCN(C)C.Cl, predict the reaction product. The product is: [C:1]([O:5][C:6]([N:8]1[CH2:12][CH2:11][C@H:10]([C:13]([N:18]2[CH2:19][CH2:20][CH2:21][C@@H:17]2[CH3:16])=[O:15])[CH2:9]1)=[O:7])([CH3:2])([CH3:3])[CH3:4].